From a dataset of Forward reaction prediction with 1.9M reactions from USPTO patents (1976-2016). Predict the product of the given reaction. (1) Given the reactants [CH3:1][C:2]1[N:3]([CH2:11][C:12]([O:14][CH3:15])=[O:13])[C:4]2[C:9]([CH:10]=1)=[CH:8][CH:7]=[CH:6][CH:5]=2.[CH3:16][O:17][C:18]1[N:23]=[CH:22][C:21]([CH:24]=O)=[CH:20][CH:19]=1.C([SiH](CC)CC)C.FC(F)(F)C(O)=O, predict the reaction product. The product is: [CH3:16][O:17][C:18]1[N:23]=[CH:22][C:21]([CH2:24][C:10]2[C:9]3[C:4](=[CH:5][CH:6]=[CH:7][CH:8]=3)[N:3]([CH2:11][C:12]([O:14][CH3:15])=[O:13])[C:2]=2[CH3:1])=[CH:20][CH:19]=1. (2) Given the reactants [C:1]1([CH2:7][C:8](OC)=O)[CH:6]=[CH:5][CH:4]=[CH:3][CH:2]=1.[Li+].C[Si]([N-][Si](C)(C)C)(C)C.[NH2:22][C:23]1[C:28]([CH:29]=O)=[CH:27][N:26]=[C:25]([S:31][CH2:32][CH3:33])[N:24]=1.P(Cl)(Cl)([Cl:36])=O, predict the reaction product. The product is: [Cl:36][C:8]1[C:7]([C:1]2[CH:6]=[CH:5][CH:4]=[CH:3][CH:2]=2)=[CH:29][C:28]2[CH:27]=[N:26][C:25]([S:31][CH2:32][CH3:33])=[N:24][C:23]=2[N:22]=1. (3) Given the reactants [Br:1][C:2]1[CH:14]=[CH:13][C:12]2[C:11]3[C:6](=[CH:7][C:8]([Br:15])=[CH:9][CH:10]=3)[CH2:5][C:4]=2[CH:3]=1.[CH2:16](Br)[CH2:17][CH2:18][CH2:19][CH2:20][CH3:21].[OH-].[Na+], predict the reaction product. The product is: [Br:1][C:2]1[CH:14]=[CH:13][C:12]2[C:11]3[C:6](=[CH:7][C:8]([Br:15])=[CH:9][CH:10]=3)[C:5]([CH2:13][CH2:14][CH2:2][CH2:3][CH2:4][CH3:12])([CH2:16][CH2:17][CH2:18][CH2:19][CH2:20][CH3:21])[C:4]=2[CH:3]=1. (4) The product is: [CH2:9]([C:11]12[CH2:12][CH2:32][C:33]([C:36]([F:39])([F:38])[F:37])([OH:5])[CH:73]([OH:74])[CH:72]1[CH2:71][CH2:75][CH2:15][C:16]1[C:17]2=[CH:18][C:19]2[CH:20]=[N:21][N:22]([C:25]3[CH:30]=[CH:29][C:28]([F:31])=[CH:27][CH:26]=3)[C:23]=2[CH:24]=1)[CH3:10]. Given the reactants C[N+]1([O-])CC[O:5]CC1.[CH2:9]([C:11]12CC=[C:33]([C:36]([F:39])([F:38])[F:37])[CH2:32][CH:12]1CC[CH2:15][C:16]1[C:17]2=[CH:18][C:19]2[CH:20]=[N:21][N:22]([C:25]3[CH:30]=[CH:29][C:28]([F:31])=[CH:27][CH:26]=3)[C:23]=2[CH:24]=1)[CH3:10].C(C12CCC(C(F)(F)F)=CC1CCCC1C2=CC2C=NN(C3C=CC(F)=CC=3)C=2C=1)C.[CH2:71]1[CH2:75][O:74][CH2:73][CH2:72]1, predict the reaction product. (5) The product is: [CH2:1]([N:4]1[C:5]([C:6]2[C:11]([O:12][CH3:13])=[CH:10][C:9]([O:14][CH3:15])=[CH:8][C:7]=2[CH2:16][CH:17]=[CH2:18])=[N:26][N:25]=[C:20]1[C:21]([NH2:23])=[O:22])[CH:2]=[CH2:3]. Given the reactants [CH2:1]([NH:4][C:5](=S)[C:6]1[C:11]([O:12][CH3:13])=[CH:10][C:9]([O:14][CH3:15])=[CH:8][C:7]=1[CH2:16][CH:17]=[CH2:18])[CH:2]=[CH2:3].[C:20]([NH:25][NH2:26])(=O)[C:21]([NH2:23])=[O:22].N1C=CC=CC=1, predict the reaction product. (6) Given the reactants [Cl:1][C:2]1[CH:7]=[CH:6][CH:5]=[CH:4][C:3]=1[S:8]([NH:11][CH2:12][CH:13]([CH3:15])[CH3:14])(=[O:10])=[O:9].Cl.[Br:17][C:18]1[CH:19]=[N:20][CH:21]=[C:22]([CH2:24]Cl)[CH:23]=1.C(=O)([O-])[O-].[Cs+].[Cs+], predict the reaction product. The product is: [Br:17][C:18]1[CH:23]=[C:22]([CH2:24][N:11]([CH2:12][CH:13]([CH3:15])[CH3:14])[S:8]([C:3]2[CH:4]=[CH:5][CH:6]=[CH:7][C:2]=2[Cl:1])(=[O:9])=[O:10])[CH:21]=[N:20][CH:19]=1. (7) Given the reactants ClC(Cl)(O[C:5](=[O:11])OC(Cl)(Cl)Cl)Cl.[F:13][C:14]1[CH:15]=[C:16]([CH:19]=[CH:20][CH:21]=1)[CH2:17][NH2:18].CCN(C(C)C)C(C)C, predict the reaction product. The product is: [F:13][C:14]1[CH:15]=[C:16]([CH:19]=[CH:20][CH:21]=1)[CH2:17][N:18]=[C:5]=[O:11]. (8) Given the reactants [Br:1][C:2]1[CH:3]=[C:4]([CH2:8][C:9]([OH:11])=O)[CH:5]=[CH:6][CH:7]=1.[CH3:12][NH:13][O:14][CH3:15].Cl.C(N=C=NCCCN(C)C)C.ON1C2C=CC=CC=2N=N1, predict the reaction product. The product is: [Br:1][C:2]1[CH:3]=[C:4]([CH2:8][C:9]([N:13]([O:14][CH3:15])[CH3:12])=[O:11])[CH:5]=[CH:6][CH:7]=1. (9) The product is: [Cl:29][C:28]1[C:23]([Cl:22])=[CH:24][C:25]([O:30][CH2:5][CH:4]([O:7][CH2:8][CH3:9])[O:3][CH2:1][CH3:2])=[CH:26][N:27]=1. Given the reactants [CH2:1]([O:3][CH:4]([O:7][CH2:8][CH3:9])[CH2:5]Br)[CH3:2].C(=O)([O-])[O-].[Cs+].[Cs+].CN(C)C(=O)C.[Cl:22][C:23]1[CH:24]=[C:25]([OH:30])[CH:26]=[N:27][C:28]=1[Cl:29], predict the reaction product.